This data is from Retrosynthesis with 50K atom-mapped reactions and 10 reaction types from USPTO. The task is: Predict the reactants needed to synthesize the given product. The reactants are: COC(=O)C1CC(c2cccc(OC)c2OC)c2cc(Cl)ccc2N(Cc2ccc(OC)cc2OC)C1=O. Given the product COc1ccc(CN2C(=O)C(C(=O)O)CC(c3cccc(OC)c3OC)c3cc(Cl)ccc32)c(OC)c1, predict the reactants needed to synthesize it.